The task is: Predict the product of the given reaction.. This data is from Forward reaction prediction with 1.9M reactions from USPTO patents (1976-2016). (1) Given the reactants [F:1][C:2]1[CH:11]=[C:10]2[C:5]([CH:6]=[C:7]([C@@H:15]([N:17]3[C:25](=[O:26])[C:24]4[C:19](=[CH:20][CH:21]=[CH:22][CH:23]=4)[C:18]3=[O:27])[CH3:16])[C:8](/[CH:12]=[CH:13]/[CH3:14])=[N:9]2)=[CH:4][CH:3]=1.[H][H], predict the reaction product. The product is: [F:1][C:2]1[CH:11]=[C:10]2[C:5]([CH:6]=[C:7]([C@@H:15]([N:17]3[C:18](=[O:27])[C:19]4[C:24](=[CH:23][CH:22]=[CH:21][CH:20]=4)[C:25]3=[O:26])[CH3:16])[C:8]([CH2:12][CH2:13][CH3:14])=[N:9]2)=[CH:4][CH:3]=1. (2) Given the reactants CO[C:3]([CH3:6])([CH3:5])[CH3:4].[F:7][C:8]1[CH:9]=[C:10]([OH:15])[CH:11]=[C:12]([F:14])[CH:13]=1, predict the reaction product. The product is: [C:3]([C:13]1[C:8]([F:7])=[CH:9][C:10]([OH:15])=[CH:11][C:12]=1[F:14])([CH3:6])([CH3:5])[CH3:4]. (3) Given the reactants [C:1]([C:5]1[CH:9]=[C:8]([NH:10][C:11]([NH:13][C:14]2[CH:19]=[C:18]([C:20]3[C:32](=[O:33])[N:31]([CH3:34])[C:23]4[N:24]=[C:25](S(C)=O)[N:26]=[CH:27][C:22]=4[CH:21]=3)[CH:17]=[CH:16][C:15]=2[F:35])=[O:12])[O:7][N:6]=1)([CH3:4])([CH3:3])[CH3:2].[CH3:36][C@@H:37]([NH2:44])[C:38]1[CH:43]=[CH:42][CH:41]=[CH:40][CH:39]=1, predict the reaction product. The product is: [C:1]([C:5]1[CH:9]=[C:8]([NH:10][C:11]([NH:13][C:14]2[CH:19]=[C:18]([C:20]3[C:32](=[O:33])[N:31]([CH3:34])[C:23]4[N:24]=[C:25]([NH:44][C@@H:37]([C:38]5[CH:43]=[CH:42][CH:41]=[CH:40][CH:39]=5)[CH3:36])[N:26]=[CH:27][C:22]=4[CH:21]=3)[CH:17]=[CH:16][C:15]=2[F:35])=[O:12])[O:7][N:6]=1)([CH3:4])([CH3:3])[CH3:2]. (4) Given the reactants [Si:1]([O:8][CH2:9][C:10]1[CH:15]=[C:14]([C:16]([F:19])([F:18])[F:17])[N:13]=[C:12]([O:20][CH3:21])[C:11]=1[CH2:22][CH:23]=O)([C:4]([CH3:7])([CH3:6])[CH3:5])([CH3:3])[CH3:2].[NH2:25][CH:26]([C:33]1[CH:38]=[CH:37][CH:36]=[CH:35][CH:34]=1)[C:27]1[CH:32]=[CH:31][CH:30]=[CH:29][CH:28]=1.C(O[BH-](OC(=O)C)OC(=O)C)(=O)C.[Na+], predict the reaction product. The product is: [CH:26]([NH:25][CH2:23][CH2:22][C:11]1[C:12]([O:20][CH3:21])=[N:13][C:14]([C:16]([F:17])([F:18])[F:19])=[CH:15][C:10]=1[CH2:9][O:8][Si:1]([C:4]([CH3:5])([CH3:7])[CH3:6])([CH3:3])[CH3:2])([C:33]1[CH:34]=[CH:35][CH:36]=[CH:37][CH:38]=1)[C:27]1[CH:32]=[CH:31][CH:30]=[CH:29][CH:28]=1. (5) The product is: [F:1][C:2]1[CH:9]=[CH:8][C:5]([CH2:6][CH:18]([C:16]([C:12]2[CH:11]=[N:10][CH:15]=[CH:14][CH:13]=2)=[O:17])[C:19]2[CH:20]=[CH:21][CH:22]=[CH:23][CH:24]=2)=[CH:4][CH:3]=1. Given the reactants [F:1][C:2]1[CH:9]=[CH:8][C:5]([CH2:6]Cl)=[CH:4][CH:3]=1.[N:10]1[CH:15]=[CH:14][CH:13]=[C:12]([C:16]([CH2:18][C:19]2[CH:24]=[CH:23][CH:22]=[CH:21][CH:20]=2)=[O:17])[CH:11]=1, predict the reaction product. (6) Given the reactants Cl[C:2]1[CH:11]=[C:10]([CH3:12])[C:9]2[C:4](=[CH:5][CH:6]=[C:7]([N+:13]([O-:15])=[O:14])[CH:8]=2)[N:3]=1.[CH3:16][NH:17][CH3:18].CO, predict the reaction product. The product is: [CH3:16][N:17]([CH3:18])[C:2]1[CH:11]=[C:10]([CH3:12])[C:9]2[C:4](=[CH:5][CH:6]=[C:7]([N+:13]([O-:15])=[O:14])[CH:8]=2)[N:3]=1.